This data is from Full USPTO retrosynthesis dataset with 1.9M reactions from patents (1976-2016). The task is: Predict the reactants needed to synthesize the given product. Given the product [F:16][C:17]1[CH:24]=[CH:23][C:20]([CH2:21][N:9]2[C:6]3=[N:7][CH:8]=[C:3]([S:2][CH3:1])[N:4]=[C:5]3[CH:11]=[C:10]2[CH:12]=[O:13])=[CH:19][CH:18]=1, predict the reactants needed to synthesize it. The reactants are: [CH3:1][S:2][C:3]1[N:4]=[C:5]2[CH:11]=[C:10]([CH:12]=[O:13])[NH:9][C:6]2=[N:7][CH:8]=1.[H-].[Na+].[F:16][C:17]1[CH:24]=[CH:23][C:20]([CH2:21]Br)=[CH:19][CH:18]=1.[Cl-].[NH4+].